The task is: Regression/Classification. Given a drug SMILES string, predict its toxicity properties. Task type varies by dataset: regression for continuous values (e.g., LD50, hERG inhibition percentage) or binary classification for toxic/non-toxic outcomes (e.g., AMES mutagenicity, cardiotoxicity, hepatotoxicity). Dataset: ld50_zhu.. This data is from Acute oral toxicity (LD50) regression data from Zhu et al.. (1) The molecule is Nc1ccc2ccccc2c1S(=O)(=O)O. The rat oral LD50 is 1.06, given as -log10 of the dose in mol/kg body weight (higher means more acutely toxic). (2) The compound is O=C1C(O)N=C(c2ccccc2F)c2cc(Cl)ccc2N1CCO. The rat oral LD50 is 2.14, given as -log10 of the dose in mol/kg body weight (higher means more acutely toxic). (3) The molecule is O=C1OC(=O)C2C1C1(Cl)C(Cl)=C(Cl)C2(Cl)C1(Cl)Cl. The rat oral LD50 is 2.21, given as -log10 of the dose in mol/kg body weight (higher means more acutely toxic). (4) The drug is COc1ccccc1C1C(Cl)C(=O)N1c1ccccc1C(=O)O. The rat oral LD50 is 2.14, given as -log10 of the dose in mol/kg body weight (higher means more acutely toxic). (5) The compound is O=C(Cl)c1ccccc1. The rat oral LD50 is 1.87, given as -log10 of the dose in mol/kg body weight (higher means more acutely toxic). (6) The drug is O=C(O)COc1cc(Cl)c(Cl)cc1Cl. The rat oral LD50 is 2.93, given as -log10 of the dose in mol/kg body weight (higher means more acutely toxic). (7) The compound is CC(C)OP(=S)(OC(C)C)SCn1nc(-c2ccccc2)ccc1=O. The rat oral LD50 is 1.20, given as -log10 of the dose in mol/kg body weight (higher means more acutely toxic). (8) The compound is Cc1cccc(C)c1N(COC(C)C)C(=O)CCl. The rat oral LD50 is 2.44, given as -log10 of the dose in mol/kg body weight (higher means more acutely toxic). (9) The molecule is CNC(=O)Oc1ccccc1C1OC(C)C(C)O1. The rat oral LD50 is 3.36, given as -log10 of the dose in mol/kg body weight (higher means more acutely toxic).